Dataset: Peptide-MHC class I binding affinity with 185,985 pairs from IEDB/IMGT. Task: Regression. Given a peptide amino acid sequence and an MHC pseudo amino acid sequence, predict their binding affinity value. This is MHC class I binding data. (1) The peptide sequence is RANDWDFVV. The MHC is HLA-A24:02 with pseudo-sequence HLA-A24:02. The binding affinity (normalized) is 0. (2) The peptide sequence is LIANIFTPLV. The MHC is HLA-A02:01 with pseudo-sequence HLA-A02:01. The binding affinity (normalized) is 0.767.